Dataset: NCI-60 drug combinations with 297,098 pairs across 59 cell lines. Task: Regression. Given two drug SMILES strings and cell line genomic features, predict the synergy score measuring deviation from expected non-interaction effect. Drug 1: CN(CC1=CN=C2C(=N1)C(=NC(=N2)N)N)C3=CC=C(C=C3)C(=O)NC(CCC(=O)O)C(=O)O. Synergy scores: CSS=51.3, Synergy_ZIP=-7.86, Synergy_Bliss=-11.9, Synergy_Loewe=-17.4, Synergy_HSA=-7.84. Cell line: A549. Drug 2: CC1C(C(CC(O1)OC2CC(CC3=C2C(=C4C(=C3O)C(=O)C5=CC=CC=C5C4=O)O)(C(=O)C)O)N)O.